From a dataset of Full USPTO retrosynthesis dataset with 1.9M reactions from patents (1976-2016). Predict the reactants needed to synthesize the given product. (1) Given the product [CH:1]1([CH2:4][CH2:5][NH:6][C:7]([C:9]2[CH:10]=[CH:11][C:12]([CH:15]3[CH2:20][CH2:19][N:18]([C:21](=[O:32])[C:22]4[CH:27]=[CH:26][CH:25]=[CH:24][C:23]=4[C:28]([F:31])([F:29])[F:30])[CH2:17][CH2:16]3)=[N:13][CH:14]=2)=[O:8])[CH2:3][CH2:2]1, predict the reactants needed to synthesize it. The reactants are: [CH:1]1([CH2:4][CH2:5][NH:6][C:7]([C:9]2[CH:10]=[CH:11][C:12]([C:15]3[CH2:16][CH2:17][N:18]([C:21](=[O:32])[C:22]4[CH:27]=[CH:26][CH:25]=[CH:24][C:23]=4[C:28]([F:31])([F:30])[F:29])[CH2:19][CH:20]=3)=[N:13][CH:14]=2)=[O:8])[CH2:3][CH2:2]1. (2) The reactants are: [CH3:1][C:2]1[N:3]([CH2:22][CH:23]2[CH2:28][CH2:27][N:26]([C:29](=[O:38])[CH2:30][CH2:31][C:32]3[CH:37]=[CH:36][CH:35]=[CH:34][CH:33]=3)[CH2:25][CH2:24]2)[C:4]2[C:9]([CH:10]=1)=[CH:8][C:7]([C:11]1[CH:12]=[N:13][N:14](C3CCCCO3)[CH:15]=1)=[CH:6][CH:5]=2.C1(C)C=CC(S(O)(=O)=O)=CC=1.C(=O)(O)[O-].[Na+]. Given the product [CH3:1][C:2]1[N:3]([CH2:22][CH:23]2[CH2:28][CH2:27][N:26]([C:29](=[O:38])[CH2:30][CH2:31][C:32]3[CH:37]=[CH:36][CH:35]=[CH:34][CH:33]=3)[CH2:25][CH2:24]2)[C:4]2[C:9]([CH:10]=1)=[CH:8][C:7]([C:11]1[CH:12]=[N:13][NH:14][CH:15]=1)=[CH:6][CH:5]=2, predict the reactants needed to synthesize it. (3) Given the product [C:37]([OH:42])(=[O:41])[C:38]([OH:40])=[O:39].[O:1]=[C:2]1[CH2:7][CH2:6][CH2:5][CH2:4][N:3]1[C:8]1[CH:13]=[CH:12][CH:11]=[CH:10][C:9]=1[CH2:14][CH2:15][N:17]1[CH2:20][CH:19]([C:21]2[CH:22]=[C:23]([CH:26]=[CH:27][CH:28]=2)[C:24]#[N:25])[CH2:18]1, predict the reactants needed to synthesize it. The reactants are: [O:1]=[C:2]1[CH2:7][CH2:6][CH2:5][CH2:4][N:3]1[C:8]1[CH:13]=[CH:12][CH:11]=[CH:10][C:9]=1[CH2:14][CH:15]=O.[NH:17]1[CH2:20][CH:19]([C:21]2[CH:22]=[C:23]([CH:26]=[CH:27][CH:28]=2)[C:24]#[N:25])[CH2:18]1.C(O)(=O)C.[BH3-]C#N.[Na+].[C:37]([OH:42])(=[O:41])[C:38]([OH:40])=[O:39]. (4) Given the product [NH2:24][C:21]1[N:22]=[CH:23][C:18]([S:15]([C:12]2[CH:11]=[CH:10][C:9]([C:27]3[N:28]=[CH:29][C:30]([C:33]([OH:39])([CH3:38])[C:34]([F:35])([F:36])[F:37])=[CH:31][N:32]=3)=[CH:14][CH:13]=2)(=[O:16])=[O:17])=[CH:19][CH:20]=1, predict the reactants needed to synthesize it. The reactants are: CC1(C)C(C)(C)OB([C:9]2[CH:14]=[CH:13][C:12]([S:15]([C:18]3[CH:19]=[CH:20][C:21]([NH2:24])=[N:22][CH:23]=3)(=[O:17])=[O:16])=[CH:11][CH:10]=2)O1.Cl[C:27]1[N:32]=[CH:31][C:30]([C:33]([OH:39])([CH3:38])[C:34]([F:37])([F:36])[F:35])=[CH:29][N:28]=1.C(=O)([O-])[O-].[Cs+].[Cs+].COCCOC. (5) Given the product [Cl:44][C:45]1[N:50]=[C:49]([N:51]2[CH2:52][CH2:53][CH2:54][CH2:55][C:56]2=[O:57])[CH:48]=[C:47]([N:59]2[CH2:64][CH2:63][O:62][CH2:61][CH2:60]2)[N:46]=1, predict the reactants needed to synthesize it. The reactants are: CN(C(ON1N=NC2C=CC=NC1=2)=[N+](C)C)C.F[P-](F)(F)(F)(F)F.C1C=NC2N(O)N=NC=2C=1.CCN(C(C)C)C(C)C.[Cl:44][C:45]1[N:50]=[C:49]([NH:51][CH2:52][CH2:53][CH2:54][CH2:55][C:56](O)=[O:57])[CH:48]=[C:47]([N:59]2[CH2:64][CH2:63][O:62][CH2:61][CH2:60]2)[N:46]=1. (6) Given the product [C:1]([O:5][C:6]([N:8]1[CH2:9][CH2:10][CH:11]([C:14](=[O:25])[C:15]2[CH:20]=[CH:19][C:18]([C:21]([F:22])([F:23])[F:24])=[CH:17][CH:16]=2)[CH2:12][CH2:13]1)=[O:7])([CH3:4])([CH3:2])[CH3:3], predict the reactants needed to synthesize it. The reactants are: [C:1]([O:5][C:6]([N:8]1[CH2:13][CH2:12][CH:11]([CH:14]([OH:25])[C:15]2[CH:20]=[CH:19][C:18]([C:21]([F:24])([F:23])[F:22])=[CH:17][CH:16]=2)[CH2:10][CH2:9]1)=[O:7])([CH3:4])([CH3:3])[CH3:2].C1C=C[NH+]=CC=1.[O-][Cr](Cl)(=O)=O. (7) The reactants are: [CH3:1][NH:2][C:3]1[CH:8]=[CH:7][C:6]([C:9]([F:12])([F:11])[F:10])=[CH:5][C:4]=1[N+:13]([O-:15])=[O:14].[Br:16]N1C(=O)CCC1=O.C(=O)(O)[O-].[Na+]. Given the product [Br:16][C:8]1[CH:7]=[C:6]([C:9]([F:12])([F:11])[F:10])[CH:5]=[C:4]([N+:13]([O-:15])=[O:14])[C:3]=1[NH:2][CH3:1], predict the reactants needed to synthesize it. (8) Given the product [CH2:1]([O:8][C:9]1[CH:14]=[C:13]([CH:30]=[CH2:31])[CH:12]=[CH:11][C:10]=1[N:16]1[S:20](=[O:22])(=[O:21])[N:19]([CH2:23][CH2:24][Si:25]([CH3:28])([CH3:27])[CH3:26])[C:18](=[O:29])[CH2:17]1)[C:2]1[CH:7]=[CH:6][CH:5]=[CH:4][CH:3]=1, predict the reactants needed to synthesize it. The reactants are: [CH2:1]([O:8][C:9]1[CH:14]=[C:13](I)[CH:12]=[CH:11][C:10]=1[N:16]1[S:20](=[O:22])(=[O:21])[N:19]([CH2:23][CH2:24][Si:25]([CH3:28])([CH3:27])[CH3:26])[C:18](=[O:29])[CH2:17]1)[C:2]1[CH:7]=[CH:6][CH:5]=[CH:4][CH:3]=1.[CH2:30]([Sn](CCCC)(CCCC)C=C)[CH2:31]CC.C1(C)C=CC=CC=1P(C1C=CC=CC=1C)C1C=CC=CC=1C.[F-].[K+].